This data is from Catalyst prediction with 721,799 reactions and 888 catalyst types from USPTO. The task is: Predict which catalyst facilitates the given reaction. (1) Reactant: [NH2:1][C:2]12[CH2:9][CH2:8][C:5]([CH:10]([OH:25])[CH2:11][C:12]3[C:21]4[C:16](=[CH:17][CH:18]=[C:19]([O:22][CH3:23])[N:20]=4)[N:15]=[CH:14][C:13]=3[F:24])([CH2:6][CH2:7]1)[O:4][CH2:3]2.[O:26]=[C:27]1[CH2:32][S:31][C:30]2[CH:33]=[CH:34][C:35]([CH:37]=O)=[N:36][C:29]=2[NH:28]1.C(O[BH-](OC(=O)C)OC(=O)C)(=O)C.[Na+].O. Product: [F:24][C:13]1[CH:14]=[N:15][C:16]2[C:21]([C:12]=1[CH2:11][CH:10]([C:5]13[CH2:8][CH2:9][C:2]([NH:1][CH2:37][C:35]4[CH:34]=[CH:33][C:30]5[S:31][CH2:32][C:27](=[O:26])[NH:28][C:29]=5[N:36]=4)([CH2:7][CH2:6]1)[CH2:3][O:4]3)[OH:25])=[N:20][C:19]([O:22][CH3:23])=[CH:18][CH:17]=2. The catalyst class is: 9. (2) Reactant: [Cl:1][C:2]1[CH:10]=[CH:9][C:8]([I:11])=[CH:7][C:3]=1[C:4]([OH:6])=O.C(N1C=CN=C1)(N1C=CN=C1)=O.C(=O)=O.[CH3:27][O:28][C:29]1[CH:36]=[C:35]([O:37][CH3:38])[CH:34]=[CH:33][C:30]=1[CH2:31][NH2:32]. Product: [CH3:27][O:28][C:29]1[CH:36]=[C:35]([O:37][CH3:38])[CH:34]=[CH:33][C:30]=1[CH2:31][NH:32][C:4](=[O:6])[C:3]1[CH:7]=[C:8]([I:11])[CH:9]=[CH:10][C:2]=1[Cl:1]. The catalyst class is: 1. (3) Reactant: C([C:5]([NH:7][C:8]1[C:13]([O:14][CH3:15])=[CH:12][CH:11]=[C:10]([NH:16][C:17]2[C:22]([F:23])=[CH:21][N:20]=[C:19](Cl)[N:18]=2)[N:9]=1)=[O:6])(C)(C)C.[NH2:25][S:26]([C:29]1[CH:30]=[C:31]([CH:33]=[CH:34][C:35]=1[CH3:36])[NH2:32])(=[O:28])=[O:27]. Product: [NH3:7].[CH3:5][OH:6].[NH2:25][S:26]([C:29]1[CH:30]=[C:31]([NH:32][C:19]2[N:18]=[C:17]([NH:16][C:10]3[N:9]=[C:8]([NH2:7])[C:13]([O:14][CH3:15])=[CH:12][CH:11]=3)[C:22]([F:23])=[CH:21][N:20]=2)[CH:33]=[CH:34][C:35]=1[CH3:36])(=[O:27])=[O:28]. The catalyst class is: 5. (4) Reactant: [CH3:1][O:2][C:3]1[CH:4]=[C:5]([CH:7]=[C:8]([O:12][CH3:13])[C:9]=1[O:10][CH3:11])[NH2:6].[Na+].[N+]([C:18]1[CH:19]=C(S([O-])(=O)=O)C=[CH:22][CH:23]=1)([O-])=O.B(O)(O)O.C(=O)/C=C/C. Product: [CH3:13][O:12][C:8]1[C:9]([O:10][CH3:11])=[C:3]([O:2][CH3:1])[CH:4]=[C:5]2[C:7]=1[CH:19]=[CH:18][C:23]([CH3:22])=[N:6]2. The catalyst class is: 209.